Dataset: M1 muscarinic receptor agonist screen with 61,833 compounds. Task: Binary Classification. Given a drug SMILES string, predict its activity (active/inactive) in a high-throughput screening assay against a specified biological target. (1) The result is 0 (inactive). The drug is Fc1cc(NC(=O)C(OC)c2ccccc2)ccc1. (2) The result is 0 (inactive). The molecule is Clc1ccc(Cn2c3c(n(c2=N)CCO)cccc3)cc1.